Dataset: Reaction yield outcomes from USPTO patents with 853,638 reactions. Task: Predict the reaction yield, written as a fraction of the theoretical maximum amount of product (1.0 means a 100% yield; for example, 0.34 means a 34% yield). (1) The reactants are CC([Si](C)(C)[O:6][CH2:7][C:8]1[CH:9]=[C:10]([C:14]2[CH:19]=[CH:18][CH:17]=[C:16]([C:20]([NH2:22])=O)[C:15]=2[F:23])[CH:11]=[CH:12][CH:13]=1)(C)C. The catalyst is C1COCC1. The product is [NH2:22][CH2:20][C:16]1[C:15]([F:23])=[C:14]([C:10]2[CH:11]=[CH:12][CH:13]=[C:8]([CH2:7][OH:6])[CH:9]=2)[CH:19]=[CH:18][CH:17]=1. The yield is 0.330. (2) The reactants are [NH2:1][CH:2]1[CH2:7][CH2:6][N:5]([CH2:8][CH2:9][N:10]2[C:15]3[N:16]=[C:17]([NH:20][CH3:21])[N:18]=[CH:19][C:14]=3[CH:13]=[C:12]([C:22]3[CH:27]=[C:26]([O:28][CH3:29])[CH:25]=[C:24]([O:30][CH3:31])[C:23]=3[Cl:32])[C:11]2=[O:33])[CH2:4][CH2:3]1.[C:34](Cl)(=[O:37])[CH:35]=[CH2:36].O. The catalyst is C(Cl)Cl. The product is [Cl:32][C:23]1[C:24]([O:30][CH3:31])=[CH:25][C:26]([O:28][CH3:29])=[CH:27][C:22]=1[C:12]1[C:11](=[O:33])[N:10]([CH2:9][CH2:8][N:5]2[CH2:4][CH2:3][CH:2]([NH:1][C:34](=[O:37])[CH:35]=[CH2:36])[CH2:7][CH2:6]2)[C:15]2[N:16]=[C:17]([NH:20][CH3:21])[N:18]=[CH:19][C:14]=2[CH:13]=1. The yield is 0.180.